Task: Predict the product of the given reaction.. Dataset: Forward reaction prediction with 1.9M reactions from USPTO patents (1976-2016) (1) The product is: [CH3:1][N:2]([CH3:20])[C:3]([C:5]1[N:14]([CH:15]2[CH2:19][CH2:18][CH2:17][CH2:16]2)[C:8]2[N:9]=[C:10]([NH:39][C:36]3[N:35]=[CH:34][C:33]([N:30]4[CH2:29][CH2:28][CH:27]([N:46]([CH3:47])[CH3:45])[CH2:32][CH2:31]4)=[CH:38][CH:37]=3)[N:11]=[CH:12][C:7]=2[CH:6]=1)=[O:4]. Given the reactants [CH3:1][N:2]([CH3:20])[C:3]([C:5]1[N:14]([CH:15]2[CH2:19][CH2:18][CH2:17][CH2:16]2)[C:8]2[N:9]=[C:10](Cl)[N:11]=[CH:12][C:7]=2[CH:6]=1)=[O:4].C([Si](C)(C)O[CH:27]1[CH2:32][CH2:31][N:30]([C:33]2[CH:34]=[N:35][C:36]([NH2:39])=[CH:37][CH:38]=2)[CH2:29][CH2:28]1)(C)(C)C.CCC[CH2:45][N+:46](CCCC)(CCCC)[CH2:47]CCC.[F-], predict the reaction product. (2) Given the reactants [NH2:1][C:2]1[N:7]=[CH:6][C:5]([C:8]2[N:17]=[C:16]([NH:18][CH2:19][CH:20]([C:27]3[CH:32]=[CH:31][CH:30]=[CH:29][CH:28]=3)[C:21]3[CH:26]=[CH:25][CH:24]=[CH:23][CH:22]=3)[C:15]3[C:10](=[CH:11][CH:12]=[CH:13][CH:14]=3)[N:9]=2)=[CH:4][CH:3]=1, predict the reaction product. The product is: [CH3:2][C:3]1[N:1]=[C:2]2[CH:3]=[CH:4][C:5]([C:8]3[N:17]=[C:16]([NH:18][CH2:19][CH:20]([C:21]4[CH:22]=[CH:23][CH:24]=[CH:25][CH:26]=4)[C:27]4[CH:32]=[CH:31][CH:30]=[CH:29][CH:28]=4)[C:15]4[C:10](=[CH:11][CH:12]=[CH:13][CH:14]=4)[N:9]=3)=[CH:6][N:7]2[C:4]=1[CH3:5]. (3) Given the reactants [Cl:1][C:2]1[CH:7]=[CH:6][C:5]([CH2:8]Cl)=[CH:4][N:3]=1.[N+:10]([N:13]=[C:14]1[NH:18][CH2:17][CH2:16][NH:15]1)([O-:12])=[O:11], predict the reaction product. The product is: [CH:6]1[C:5]([CH2:8][N:15]2[CH2:16][CH2:17][NH:18]/[C:14]/2=[N:13]\[N+:10]([O-:12])=[O:11])=[CH:4][N:3]=[C:2]([Cl:1])[CH:7]=1. (4) Given the reactants C(OC([N:11]1[CH:16]2[CH2:17][CH2:18][CH2:19][CH:12]1[C:13](=[O:29])[N:14]([CH2:21][C:22]1[CH:27]=[CH:26][C:25]([F:28])=[CH:24][CH:23]=1)[C:15]2=[O:20])=O)C1C=CC=CC=1.C1CCC=CC=1, predict the reaction product. The product is: [F:28][C:25]1[CH:24]=[CH:23][C:22]([CH2:21][N:14]2[C:15](=[O:20])[CH:16]3[NH:11][CH:12]([CH2:19][CH2:18][CH2:17]3)[C:13]2=[O:29])=[CH:27][CH:26]=1. (5) Given the reactants C([N:8]1[CH2:12][CH2:11][CH:10]([CH2:13][C:14]2[CH:19]=[CH:18][C:17]([C:20]([F:23])([F:22])[F:21])=[CH:16][CH:15]=2)[CH2:9]1)C1C=CC=CC=1.[C:24]([OH:27])(=[O:26])[CH3:25], predict the reaction product. The product is: [F:23][C:20]([F:21])([F:22])[C:17]1[CH:18]=[CH:19][C:14]([CH2:13][CH:10]2[CH2:11][CH2:12][N:8]([CH2:25][C:24]([OH:27])=[O:26])[CH2:9]2)=[CH:15][CH:16]=1. (6) Given the reactants [CH3:1][O:2][C:3]1[CH:4]=[C:5]([CH:7]=[CH:8][C:9]=1[O:10][CH3:11])N.Cl.N([O-])=O.[Na+].[CH3:17][N:18]1[C:22](=[O:23])[CH:21]=[CH:20][C:19]1=[O:24].CC([O-])=O.[Na+], predict the reaction product. The product is: [CH3:1][O:2][C:3]1[CH:4]=[C:5]([C:20]2[C:19](=[O:24])[N:18]([CH3:17])[C:22](=[O:23])[CH:21]=2)[CH:7]=[CH:8][C:9]=1[O:10][CH3:11].